Dataset: Serine/threonine kinase 33 screen with 319,792 compounds. Task: Binary Classification. Given a drug SMILES string, predict its activity (active/inactive) in a high-throughput screening assay against a specified biological target. The compound is S(=O)(=O)(Nc1ccc(OC)cc1)c1cc2c3n(CC)c(=O)c(=O)[nH]c3c(oc2cc1)=O. The result is 0 (inactive).